This data is from Forward reaction prediction with 1.9M reactions from USPTO patents (1976-2016). The task is: Predict the product of the given reaction. (1) Given the reactants [F:1][C:2]1[CH:7]=[C:6]([F:8])[CH:5]=[CH:4][C:3]=1[CH:9]1[CH:14]([C:15]([OH:17])=O)[CH2:13][CH2:12][NH:11][CH2:10]1.C(N(CC)CC)C.[C:25](Cl)(=[O:30])[C:26]([CH3:29])([CH3:28])[CH3:27].[Cl-].[Li+].[CH2:34]([C@H:41]1[CH2:45][O:44][C:43](=[O:46])[NH:42]1)[C:35]1[CH:40]=[CH:39][CH:38]=[CH:37][CH:36]=1.C(O)(=O)[CH2:48][C:49]([CH2:54]C(O)=O)([C:51]([OH:53])=[O:52])[OH:50], predict the reaction product. The product is: [C:26]([O:53][C:51]([N:11]1[CH2:12][CH2:13][C@H:14]([C:15]([N:42]2[C@@H:41]([CH2:34][C:35]3[CH:36]=[CH:37][CH:38]=[CH:39][CH:40]=3)[CH2:45][O:44][C:43]2=[O:46])=[O:17])[C@@H:9]([C:3]2[CH:4]=[CH:5][C:6]([F:8])=[CH:7][C:2]=2[F:1])[CH2:10]1)=[O:52])([CH3:27])([CH3:28])[CH3:29].[C:49]([O:50][C:25]([N:11]1[CH2:12][CH2:13][C@@H:14]([C:15]([N:42]2[C@@H:41]([CH2:34][C:35]3[CH:36]=[CH:37][CH:38]=[CH:39][CH:40]=3)[CH2:45][O:44][C:43]2=[O:46])=[O:17])[C@H:9]([C:3]2[CH:4]=[CH:5][C:6]([F:8])=[CH:7][C:2]=2[F:1])[CH2:10]1)=[O:30])([CH3:48])([CH3:51])[CH3:54]. (2) Given the reactants [OH:1][CH2:2][CH2:3][NH:4][CH2:5][C:6]1[CH:22]=[C:21]([C:23]([F:26])([F:25])[F:24])[CH:20]=[CH:19][C:7]=1[O:8][C:9]1[CH:10]=[C:11]([CH2:15][C:16]([OH:18])=[O:17])[CH:12]=[CH:13][CH:14]=1.C(N(C(C)C)CC)(C)C.[O:36]1CCOC[CH2:37]1, predict the reaction product. The product is: [O:36]=[C:37]1[N:4]([CH2:5][C:6]2[CH:22]=[C:21]([C:23]([F:24])([F:25])[F:26])[CH:20]=[CH:19][C:7]=2[O:8][C:9]2[CH:10]=[C:11]([CH2:15][C:16]([OH:18])=[O:17])[CH:12]=[CH:13][CH:14]=2)[CH2:3][CH2:2][O:1]1. (3) Given the reactants [C:1]([O:5][C:6]([NH:8][CH2:9][CH2:10][N:11]1[C:15]([C:16](OC)=[O:17])=[CH:14][C:13]([C:20]2[CH:25]=[CH:24][CH:23]=[CH:22][CH:21]=2)=[N:12]1)=[O:7])([CH3:4])([CH3:3])[CH3:2].[BH4-].[Na+], predict the reaction product. The product is: [OH:17][CH2:16][C:15]1[N:11]([CH2:10][CH2:9][NH:8][C:6](=[O:7])[O:5][C:1]([CH3:4])([CH3:2])[CH3:3])[N:12]=[C:13]([C:20]2[CH:25]=[CH:24][CH:23]=[CH:22][CH:21]=2)[CH:14]=1. (4) Given the reactants [OH:1][C@H:2]1[CH2:7][CH2:6][C@H:5]([N:8]([CH3:22])[S:9]([C:12]2[CH:17]=[CH:16][C:15]([C:18]([F:21])([F:20])[F:19])=[CH:14][CH:13]=2)(=[O:11])=[O:10])[CH2:4][CH2:3]1.[Br:23][CH2:24][CH2:25][CH2:26]Br, predict the reaction product. The product is: [Br:23][CH2:24][CH2:25][CH2:26][O:1][C@H:2]1[CH2:7][CH2:6][C@H:5]([N:8]([CH3:22])[S:9]([C:12]2[CH:17]=[CH:16][C:15]([C:18]([F:21])([F:19])[F:20])=[CH:14][CH:13]=2)(=[O:11])=[O:10])[CH2:4][CH2:3]1. (5) Given the reactants [CH2:1]=[C:2]1[O:6][C:4](=[O:5])[CH2:3]1.[CH:7]1([NH2:14])[CH2:12][CH2:11][CH2:10][CH2:9][CH:8]1[NH2:13], predict the reaction product. The product is: [O:6]=[C:2]([CH3:1])[CH2:3][C:4]([NH:13][CH:8]1[CH2:9][CH2:10][CH2:11][CH2:12][CH:7]1[NH:14][C:4](=[O:5])[CH2:3][C:2]([CH3:1])=[O:6])=[O:5]. (6) Given the reactants S(Cl)([Cl:3])=O.[CH2:5]([C:7]1[N:8]=[C:9]2[CH:14]=[CH:13][CH:12]=[C:11]([CH2:15]O)[N:10]2[CH:17]=1)[CH3:6], predict the reaction product. The product is: [ClH:3].[CH2:5]([C:7]1[N:8]=[C:9]2[CH:14]=[CH:13][CH:12]=[C:11]([CH2:15][Cl:3])[N:10]2[CH:17]=1)[CH3:6].